Dataset: Full USPTO retrosynthesis dataset with 1.9M reactions from patents (1976-2016). Task: Predict the reactants needed to synthesize the given product. (1) Given the product [F:1][C:2]([F:29])([F:28])[C:3]1[CH:4]=[C:5]([CH:25]=[CH:26][CH:27]=1)[CH2:6][O:7][N:8]=[C:9]1[CH2:14][CH2:13][N:12]([S:15]([C:18]2[CH:19]=[N:20][C:21]([NH:37][CH2:30][C:31]3[CH:36]=[CH:35][CH:34]=[CH:33][CH:32]=3)=[CH:22][CH:23]=2)(=[O:17])=[O:16])[CH2:11][CH2:10]1, predict the reactants needed to synthesize it. The reactants are: [F:1][C:2]([F:29])([F:28])[C:3]1[CH:4]=[C:5]([CH:25]=[CH:26][CH:27]=1)[CH2:6][O:7][N:8]=[C:9]1[CH2:14][CH2:13][N:12]([S:15]([C:18]2[CH:19]=[N:20][C:21](Cl)=[CH:22][CH:23]=2)(=[O:17])=[O:16])[CH2:11][CH2:10]1.[CH2:30]([NH2:37])[C:31]1[CH:36]=[CH:35][CH:34]=[CH:33][CH:32]=1. (2) Given the product [CH2:1]([O:3][C:4]([C:6]1[CH:7]=[C:8]2[N:13]([C:14]=1[CH:15]([CH3:17])[CH3:16])[CH:12]=[CH:11][C:10]([CH2:18][N:24]=[N+:25]=[N-:26])=[CH:9]2)=[O:5])[CH3:2], predict the reactants needed to synthesize it. The reactants are: [CH2:1]([O:3][C:4]([C:6]1[CH:7]=[C:8]2[N:13]([C:14]=1[CH:15]([CH3:17])[CH3:16])[CH:12]=[CH:11][C:10]([CH2:18]OS(C)(=O)=O)=[CH:9]2)=[O:5])[CH3:2].[N-:24]=[N+:25]=[N-:26].[Na+]. (3) The reactants are: C(N(CC)CC)C.Cl.[NH2:9][CH:10]([CH2:14][C:15]1[CH:20]=[CH:19][C:18]([C:21]2[S:22][C:23]3[C:28]([N:29]=2)=[CH:27][CH:26]=[C:25]([C:30]2([C:33]4[CH:38]=[CH:37][CH:36]=[CH:35][CH:34]=4)[CH2:32][CH2:31]2)[N:24]=3)=[C:17]([F:39])[CH:16]=1)[C:11]([OH:13])=[O:12].[CH3:40][C:41]([O:44][C:45](O[C:48]([O:50][C:51]([CH3:54])([CH3:53])[CH3:52])=[O:49])=[O:46])([CH3:43])[CH3:42].Cl. Given the product [C:41]([O:44][C:45]([NH:9][C@H:10]([CH2:14][C:15]1[CH:20]=[CH:19][C:18]([C:21]2[S:22][C:23]3[C:28]([N:29]=2)=[CH:27][CH:26]=[C:25]([C:30]2([C:33]4[CH:38]=[CH:37][CH:36]=[CH:35][CH:34]=4)[CH2:32][CH2:31]2)[N:24]=3)=[C:17]([F:39])[CH:16]=1)[C:11]([OH:13])=[O:12])=[O:46])([CH3:43])([CH3:42])[CH3:40].[C:51]([O:50][C:48]([NH:9][C@@H:10]([CH2:14][C:15]1[CH:20]=[CH:19][C:18]([C:21]2[S:22][C:23]3[C:28]([N:29]=2)=[CH:27][CH:26]=[C:25]([C:30]2([C:33]4[CH:38]=[CH:37][CH:36]=[CH:35][CH:34]=4)[CH2:32][CH2:31]2)[N:24]=3)=[C:17]([F:39])[CH:16]=1)[C:11]([OH:13])=[O:12])=[O:49])([CH3:52])([CH3:53])[CH3:54], predict the reactants needed to synthesize it. (4) Given the product [Cl:19][C:11]1[N:10]=[C:9]([N:1]2[CH2:5][CH2:4][C@@H:3]([CH2:6][OH:7])[CH2:2]2)[C:18]2[C:13](=[N:14][CH:15]=[CH:16][N:17]=2)[CH:12]=1, predict the reactants needed to synthesize it. The reactants are: [NH:1]1[CH2:5][CH2:4][C@@H:3]([CH2:6][OH:7])[CH2:2]1.Cl[C:9]1[C:18]2[C:13](=[N:14][CH:15]=[CH:16][N:17]=2)[CH:12]=[C:11]([Cl:19])[N:10]=1.